This data is from Forward reaction prediction with 1.9M reactions from USPTO patents (1976-2016). The task is: Predict the product of the given reaction. (1) Given the reactants [C:1]([O:5][C:6](=[O:21])[NH:7][C@@H:8]([CH2:13][C:14]1[CH:19]=[CH:18][CH:17]=[C:16]([F:20])[CH:15]=1)[CH:9]=[C:10](Br)Br)([CH3:4])([CH3:3])[CH3:2].C([Li])CCC, predict the reaction product. The product is: [C:1]([O:5][C:6](=[O:21])[NH:7][C@@H:8]([CH2:13][C:14]1[CH:19]=[CH:18][CH:17]=[C:16]([F:20])[CH:15]=1)[C:9]#[CH:10])([CH3:4])([CH3:2])[CH3:3]. (2) Given the reactants [CH3:1][CH:2]1[CH2:6][C:5]2([CH2:11][CH2:10][N:9](C(OC(C)(C)C)=O)[CH2:8][CH2:7]2)[C:4](=[O:19])[NH:3]1.FC(F)(F)C(O)=O, predict the reaction product. The product is: [CH3:1][CH:2]1[CH2:6][C:5]2([CH2:11][CH2:10][NH:9][CH2:8][CH2:7]2)[C:4](=[O:19])[NH:3]1.